Task: Regression. Given two drug SMILES strings and cell line genomic features, predict the synergy score measuring deviation from expected non-interaction effect.. Dataset: NCI-60 drug combinations with 297,098 pairs across 59 cell lines (1) Drug 1: C1CCN(CC1)CCOC2=CC=C(C=C2)C(=O)C3=C(SC4=C3C=CC(=C4)O)C5=CC=C(C=C5)O. Drug 2: C1=CC=C(C=C1)NC(=O)CCCCCCC(=O)NO. Cell line: K-562. Synergy scores: CSS=21.8, Synergy_ZIP=-3.20, Synergy_Bliss=4.51, Synergy_Loewe=0.529, Synergy_HSA=0.848. (2) Drug 1: C1CC(=O)NC(=O)C1N2CC3=C(C2=O)C=CC=C3N. Drug 2: CC1=C(C(=CC=C1)Cl)NC(=O)C2=CN=C(S2)NC3=CC(=NC(=N3)C)N4CCN(CC4)CCO. Cell line: SN12C. Synergy scores: CSS=23.2, Synergy_ZIP=-7.26, Synergy_Bliss=-2.47, Synergy_Loewe=-6.69, Synergy_HSA=1.74.